Dataset: NCI-60 drug combinations with 297,098 pairs across 59 cell lines. Task: Regression. Given two drug SMILES strings and cell line genomic features, predict the synergy score measuring deviation from expected non-interaction effect. (1) Drug 1: C1CN1P(=S)(N2CC2)N3CC3. Drug 2: CCC1(C2=C(COC1=O)C(=O)N3CC4=CC5=C(C=CC(=C5CN(C)C)O)N=C4C3=C2)O.Cl. Cell line: SNB-19. Synergy scores: CSS=39.8, Synergy_ZIP=1.81, Synergy_Bliss=3.06, Synergy_Loewe=-12.9, Synergy_HSA=4.01. (2) Drug 1: CC(C)(C#N)C1=CC(=CC(=C1)CN2C=NC=N2)C(C)(C)C#N. Drug 2: CCC1(C2=C(COC1=O)C(=O)N3CC4=CC5=C(C=CC(=C5CN(C)C)O)N=C4C3=C2)O.Cl. Cell line: SNB-75. Synergy scores: CSS=25.0, Synergy_ZIP=-6.87, Synergy_Bliss=-0.237, Synergy_Loewe=-11.2, Synergy_HSA=-1.36. (3) Drug 1: CC12CCC(CC1=CCC3C2CCC4(C3CC=C4C5=CN=CC=C5)C)O. Drug 2: COCCOC1=C(C=C2C(=C1)C(=NC=N2)NC3=CC=CC(=C3)C#C)OCCOC.Cl. Cell line: MALME-3M. Synergy scores: CSS=11.9, Synergy_ZIP=0.276, Synergy_Bliss=5.83, Synergy_Loewe=5.06, Synergy_HSA=5.07. (4) Drug 1: CC1C(C(CC(O1)OC2CC(CC3=C2C(=C4C(=C3O)C(=O)C5=C(C4=O)C(=CC=C5)OC)O)(C(=O)C)O)N)O.Cl. Synergy scores: CSS=43.9, Synergy_ZIP=-3.35, Synergy_Bliss=-2.90, Synergy_Loewe=-7.51, Synergy_HSA=-0.917. Drug 2: CC1=C2C(C(=O)C3(C(CC4C(C3C(C(C2(C)C)(CC1OC(=O)C(C(C5=CC=CC=C5)NC(=O)C6=CC=CC=C6)O)O)OC(=O)C7=CC=CC=C7)(CO4)OC(=O)C)O)C)OC(=O)C. Cell line: SF-539.